Dataset: Catalyst prediction with 721,799 reactions and 888 catalyst types from USPTO. Task: Predict which catalyst facilitates the given reaction. (1) Reactant: [CH2:1]([O:3][N:4]1[CH:8]=[C:7]([C:9]([OH:11])=O)[N:6]=[N:5]1)[CH3:2].CN(C(ON1N=NC2C=CC=NC1=2)=[N+](C)C)C.F[P-](F)(F)(F)(F)F.[NH2:36][C@H:37]([CH2:46][C:47]1[CH:52]=[CH:51][C:50]([C:53]2[CH:58]=[C:57]([Cl:59])[CH:56]=[CH:55][C:54]=2[F:60])=[CH:49][CH:48]=1)[CH2:38][C@:39]([CH2:44][OH:45])([CH3:43])[C:40]([OH:42])=[O:41].CCN(C(C)C)C(C)C. Product: [Cl:59][C:57]1[CH:56]=[CH:55][C:54]([F:60])=[C:53]([C:50]2[CH:49]=[CH:48][C:47]([CH2:46][C@@H:37]([NH:36][C:9]([C:7]3[N:6]=[N:5][N:4]([O:3][CH2:1][CH3:2])[CH:8]=3)=[O:11])[CH2:38][C@:39]([CH2:44][OH:45])([CH3:43])[C:40]([OH:42])=[O:41])=[CH:52][CH:51]=2)[CH:58]=1. The catalyst class is: 3. (2) Reactant: [CH3:1][C:2](=[CH2:11])[C:3]([O:5][CH2:6][C:7]([O:9]C)=[O:8])=[O:4].[OH-].C[N+](C)(C)C. Product: [C:3]([O:5][CH2:6][C:7]([OH:9])=[O:8])(=[O:4])[C:2]([CH3:11])=[CH2:1]. The catalyst class is: 20. (3) Reactant: [CH2:1]([C:3]1[C:4]([OH:27])=[C:5]([C:23]([O:25]C)=[O:24])[C:6](=[O:22])[NH:7][C:8]=1[C:9]1[CH:14]=[CH:13][C:12]([CH:15]2[CH2:20][CH2:19][N:18]([CH3:21])[CH2:17][CH2:16]2)=[CH:11][CH:10]=1)[CH3:2].[I-].[Li+]. Product: [CH2:1]([C:3]1[C:4]([OH:27])=[C:5]([C:23]([OH:25])=[O:24])[C:6](=[O:22])[NH:7][C:8]=1[C:9]1[CH:10]=[CH:11][C:12]([CH:15]2[CH2:20][CH2:19][N:18]([CH3:21])[CH2:17][CH2:16]2)=[CH:13][CH:14]=1)[CH3:2]. The catalyst class is: 25. (4) Reactant: [I:1][C:2]1[C:10]2[C:5](=[N:6][CH:7]=[N:8][C:9]=2[NH2:11])[NH:4][N:3]=1.[Br:12][CH2:13][CH2:14][CH2:15]O.C1(P(C2C=CC=CC=2)C2C=CC=CC=2)C=CC=CC=1.CCOC(/N=N/C(OCC)=O)=O. Product: [Br:12][CH2:13][CH2:14][CH2:15][N:4]1[C:5]2=[N:6][CH:7]=[N:8][C:9]([NH2:11])=[C:10]2[C:2]([I:1])=[N:3]1. The catalyst class is: 7. (5) Reactant: [CH3:1][O:2][C:3]1[C:4]2[C:15]([C:16]3[CH:21]=[CH:20][CH:19]=[CH:18][CH:17]=3)=[C:14]([C:22]3[CH:27]=[CH:26][C:25]([C:28]4([NH:32][C:33](=[O:39])[O:34][C:35]([CH3:38])([CH3:37])[CH3:36])[CH2:31][CH2:30][CH2:29]4)=[CH:24][CH:23]=3)[O:13][C:5]=2[N:6]=[C:7](S(C)(=O)=O)[N:8]=1.[CH3:40][O-:41].[Na+]. Product: [CH3:40][O:41][C:7]1[N:8]=[C:3]([O:2][CH3:1])[C:4]2[C:15]([C:16]3[CH:21]=[CH:20][CH:19]=[CH:18][CH:17]=3)=[C:14]([C:22]3[CH:27]=[CH:26][C:25]([C:28]4([NH:32][C:33](=[O:39])[O:34][C:35]([CH3:38])([CH3:37])[CH3:36])[CH2:31][CH2:30][CH2:29]4)=[CH:24][CH:23]=3)[O:13][C:5]=2[N:6]=1. The catalyst class is: 5. (6) Reactant: [Br:1][C:2]1[C:3]([C:8]#[N:9])=[N:4][CH:5]=[CH:6][CH:7]=1.B.[ClH:11]. Product: [ClH:11].[Br:1][C:2]1[C:3]([CH2:8][NH2:9])=[N:4][CH:5]=[CH:6][CH:7]=1. The catalyst class is: 1. (7) Reactant: [CH2:1]([NH2:8])[C:2]1[CH:7]=[CH:6][CH:5]=[CH:4][CH:3]=1.[CH3:9][O:10][C:11]1[CH:12]=[C:13]2[C:18](=[CH:19][CH:20]=1)[CH:17]=[C:16]([CH:21]=O)[CH:15]=[CH:14]2.[O-]S([O-])(=O)=O.[Mg+2]. Product: [CH2:1]([N:8]=[CH:21][C:16]1[CH:15]=[CH:14][C:13]2[C:18](=[CH:19][CH:20]=[C:11]([O:10][CH3:9])[CH:12]=2)[CH:17]=1)[C:2]1[CH:7]=[CH:6][CH:5]=[CH:4][CH:3]=1. The catalyst class is: 2.